This data is from NCI-60 drug combinations with 297,098 pairs across 59 cell lines. The task is: Regression. Given two drug SMILES strings and cell line genomic features, predict the synergy score measuring deviation from expected non-interaction effect. (1) Drug 1: C1=CC(=CC=C1CCCC(=O)O)N(CCCl)CCCl. Drug 2: CC1=C(C(CCC1)(C)C)C=CC(=CC=CC(=CC(=O)O)C)C. Cell line: SR. Synergy scores: CSS=16.3, Synergy_ZIP=-4.52, Synergy_Bliss=-16.0, Synergy_Loewe=-21.3, Synergy_HSA=-17.4. (2) Drug 1: C1=CN(C=N1)CC(O)(P(=O)(O)O)P(=O)(O)O. Drug 2: CC1=C(C(=O)C2=C(C1=O)N3CC4C(C3(C2COC(=O)N)OC)N4)N. Cell line: A498. Synergy scores: CSS=27.1, Synergy_ZIP=-9.34, Synergy_Bliss=-6.16, Synergy_Loewe=-9.80, Synergy_HSA=-3.34. (3) Drug 1: CC12CCC3C(C1CCC2=O)CC(=C)C4=CC(=O)C=CC34C. Drug 2: C(=O)(N)NO. Cell line: A549. Synergy scores: CSS=35.0, Synergy_ZIP=-1.78, Synergy_Bliss=-0.960, Synergy_Loewe=-24.3, Synergy_HSA=-0.386. (4) Drug 1: C1C(C(OC1N2C=NC3=C(N=C(N=C32)Cl)N)CO)O. Drug 2: CC1=C2C(C(=O)C3(C(CC4C(C3C(C(C2(C)C)(CC1OC(=O)C(C(C5=CC=CC=C5)NC(=O)C6=CC=CC=C6)O)O)OC(=O)C7=CC=CC=C7)(CO4)OC(=O)C)O)C)OC(=O)C. Cell line: MALME-3M. Synergy scores: CSS=36.3, Synergy_ZIP=-5.39, Synergy_Bliss=-1.90, Synergy_Loewe=-3.93, Synergy_HSA=0.123. (5) Drug 1: CS(=O)(=O)C1=CC(=C(C=C1)C(=O)NC2=CC(=C(C=C2)Cl)C3=CC=CC=N3)Cl. Drug 2: CC=C1C(=O)NC(C(=O)OC2CC(=O)NC(C(=O)NC(CSSCCC=C2)C(=O)N1)C(C)C)C(C)C. Cell line: UACC62. Synergy scores: CSS=53.0, Synergy_ZIP=-3.70, Synergy_Bliss=-11.2, Synergy_Loewe=-50.4, Synergy_HSA=-11.3. (6) Drug 1: CN1CCC(CC1)COC2=C(C=C3C(=C2)N=CN=C3NC4=C(C=C(C=C4)Br)F)OC. Drug 2: C1=CC(=C2C(=C1NCCNCCO)C(=O)C3=C(C=CC(=C3C2=O)O)O)NCCNCCO. Cell line: SNB-75. Synergy scores: CSS=60.2, Synergy_ZIP=15.2, Synergy_Bliss=14.2, Synergy_Loewe=-7.83, Synergy_HSA=16.2. (7) Drug 1: CC12CCC(CC1=CCC3C2CCC4(C3CC=C4C5=CN=CC=C5)C)O. Drug 2: CC1=C(C(=CC=C1)Cl)NC(=O)C2=CN=C(S2)NC3=CC(=NC(=N3)C)N4CCN(CC4)CCO. Cell line: SR. Synergy scores: CSS=19.3, Synergy_ZIP=-7.48, Synergy_Bliss=-6.56, Synergy_Loewe=-6.63, Synergy_HSA=-7.68.